Dataset: Forward reaction prediction with 1.9M reactions from USPTO patents (1976-2016). Task: Predict the product of the given reaction. Given the reactants [CH3:1][N:2]([CH3:24])[C:3](=[O:23])[CH2:4][CH2:5][N:6]([CH3:22])[C:7]([C:9]1[S:10][C:11]2[N:12]=[CH:13][N:14]=[C:15](S(C)(=O)=O)[C:16]=2[N:17]=1)=[O:8].[CH2:25]([O:27][C:28]1[CH:36]=[C:35]2[C:31]([CH:32]=[N:33][NH:34]2)=[CH:30][C:29]=1[NH2:37])[CH3:26], predict the reaction product. The product is: [CH3:1][N:2]([CH3:24])[C:3](=[O:23])[CH2:4][CH2:5][N:6]([CH3:22])[C:7]([C:9]1[S:10][C:11]2[N:12]=[CH:13][N:14]=[C:15]([NH:37][C:29]3[CH:30]=[C:31]4[C:35](=[CH:36][C:28]=3[O:27][CH2:25][CH3:26])[NH:34][N:33]=[CH:32]4)[C:16]=2[N:17]=1)=[O:8].